This data is from Full USPTO retrosynthesis dataset with 1.9M reactions from patents (1976-2016). The task is: Predict the reactants needed to synthesize the given product. Given the product [CH3:1][C:2]1[CH:7]=[CH:6][C:5]([CH3:8])=[CH:4][C:3]=1[NH:9][C:10]1[N:15]2[N:16]=[CH:17][C:18]([C:19]([O:21][CH2:22][CH3:23])=[O:20])=[C:14]2[N:13]=[CH:12][C:11]=1[C:24]([N:39]1[CH2:40][CH2:41][C:36]2([C:35]3[C:30](=[CH:31][CH:32]=[CH:33][CH:34]=3)[CH:29]=[C:28]2[CH3:27])[CH2:37][CH2:38]1)=[O:25], predict the reactants needed to synthesize it. The reactants are: [CH3:1][C:2]1[CH:7]=[CH:6][C:5]([CH3:8])=[CH:4][C:3]=1[NH:9][C:10]1[N:15]2[N:16]=[CH:17][C:18]([C:19]([O:21][CH2:22][CH3:23])=[O:20])=[C:14]2[N:13]=[CH:12][C:11]=1[C:24](O)=[O:25].[CH3:27][C:28]1[C:36]2([CH2:41][CH2:40][NH:39][CH2:38][CH2:37]2)[C:35]2[C:30](=[CH:31][CH:32]=[CH:33][CH:34]=2)[CH:29]=1.